From a dataset of Full USPTO retrosynthesis dataset with 1.9M reactions from patents (1976-2016). Predict the reactants needed to synthesize the given product. Given the product [CH3:13][N:10]1[C:9]2=[C:4]3[CH:3]=[C:2]([C:29]4[CH:28]=[N:27][N:26]([CH3:25])[CH:30]=4)[NH:14][C:5]3=[N:6][CH:7]=[C:8]2[CH:12]=[N:11]1, predict the reactants needed to synthesize it. The reactants are: I[C:2]1[N:14](S(C2C=CC(C)=CC=2)(=O)=O)[C:5]2=[N:6][CH:7]=[C:8]3[CH:12]=[N:11][N:10]([CH3:13])[C:9]3=[C:4]2[CH:3]=1.[CH3:25][N:26]1[CH:30]=[C:29](B2OC(C)(C)C(C)(C)O2)[CH:28]=[N:27]1.C([O-])([O-])=O.[Na+].[Na+].[OH-].[Na+].